This data is from Forward reaction prediction with 1.9M reactions from USPTO patents (1976-2016). The task is: Predict the product of the given reaction. (1) Given the reactants [C:1]1([C:7]2[S:11][N:10]=[C:9]([C:12]([O:14][CH3:15])=[O:13])[CH:8]=2)[CH:6]=[CH:5][CH:4]=[CH:3][CH:2]=1.[I:16]I.[N+]([O-])(O)=O, predict the reaction product. The product is: [I:16][C:8]1[C:9]([C:12]([O:14][CH3:15])=[O:13])=[N:10][S:11][C:7]=1[C:1]1[CH:2]=[CH:3][CH:4]=[CH:5][CH:6]=1. (2) Given the reactants C([O:5][C:6](=[O:37])[C:7]1[CH:12]=[CH:11][CH:10]=[CH:9][C:8]=1[C:13]1[N:14]=[N:15][C:16]([C:19](=[O:36])[NH:20][C@H:21]([CH2:29][C:30]2[CH:35]=[CH:34][CH:33]=[CH:32][CH:31]=2)[C@H:22]([C:24]([O:26]CC)=[O:25])[OH:23])=[CH:17][CH:18]=1)(C)(C)C.C(O)(C(F)(F)F)=O, predict the reaction product. The product is: [CH2:29]([C@@H:21]([NH:20][C:19]([C:16]1[N:15]=[N:14][C:13]([C:8]2[CH:9]=[CH:10][CH:11]=[CH:12][C:7]=2[C:6]([OH:37])=[O:5])=[CH:18][CH:17]=1)=[O:36])[C@H:22]([C:24]([OH:26])=[O:25])[OH:23])[C:30]1[CH:35]=[CH:34][CH:33]=[CH:32][CH:31]=1. (3) Given the reactants [C:1](O)(=O)C.[Cl:5][C:6]1[CH:7]=[CH:8][C:9]2[CH2:10][NH:11][CH2:12][C@@H:13]([C:17]3[CH:22]=[CH:21][CH:20]=[CH:19][CH:18]=3)[O:14][C:15]=2[N:16]=1.C=O, predict the reaction product. The product is: [Cl:5][C:6]1[CH:7]=[CH:8][C:9]2[CH2:10][N:11]([CH3:1])[CH2:12][C@@H:13]([C:17]3[CH:22]=[CH:21][CH:20]=[CH:19][CH:18]=3)[O:14][C:15]=2[N:16]=1. (4) The product is: [OH:25][C:16]1([C:3]2[CH:8]=[CH:7][C:6]([C:9]([F:12])([F:11])[F:10])=[CH:5][CH:4]=2)[C:15]2[C:19](=[CH:20][C:21]([Cl:23])=[CH:22][C:14]=2[Cl:13])[NH:18][C:17]1=[O:24]. Given the reactants [Mg].Br[C:3]1[CH:8]=[CH:7][C:6]([C:9]([F:12])([F:11])[F:10])=[CH:5][CH:4]=1.[Cl:13][C:14]1[CH:22]=[C:21]([Cl:23])[CH:20]=[C:19]2[C:15]=1[C:16](=[O:25])[C:17](=[O:24])[NH:18]2.O, predict the reaction product. (5) Given the reactants C[O:2][C:3]1[N:4]=[CH:5][C:6]2[CH2:12][N:11]([S:13]([CH3:16])(=[O:15])=[O:14])[CH2:10][CH2:9][C:7]=2[N:8]=1, predict the reaction product. The product is: [CH3:16][S:13]([N:11]1[CH2:10][CH2:9][C:7]2[N:8]=[C:3]([OH:2])[N:4]=[CH:5][C:6]=2[CH2:12]1)(=[O:14])=[O:15]. (6) Given the reactants [CH2:1]([NH:8][C:9]([C:11]1[S:15][C:14]([NH:16][C:17]([O:19][C:20]([CH3:23])([CH3:22])[CH3:21])=[O:18])=[N:13][C:12]=1[CH3:24])=[O:10])[C:2]1[CH:7]=[CH:6][CH:5]=[CH:4][CH:3]=1.[Br:25]N1C(=O)CCC1=O, predict the reaction product. The product is: [CH2:1]([NH:8][C:9]([C:11]1[S:15][C:14]([NH:16][C:17]([O:19][C:20]([CH3:21])([CH3:23])[CH3:22])=[O:18])=[N:13][C:12]=1[CH2:24][Br:25])=[O:10])[C:2]1[CH:3]=[CH:4][CH:5]=[CH:6][CH:7]=1.